This data is from Catalyst prediction with 721,799 reactions and 888 catalyst types from USPTO. The task is: Predict which catalyst facilitates the given reaction. (1) Reactant: [Cl:1][C:2]1[C:3]2[CH:14]=[CH:13][C:12](=[O:15])[N:11]([C:16]3[C:21]([F:22])=[CH:20][CH:19]=[CH:18][C:17]=3[F:23])[C:4]=2[N:5]=[C:6](S(C)=O)[N:7]=1.[CH3:24][CH:25]1[CH2:30][CH2:29][N:28]([CH:31]2[CH2:36][CH2:35][NH:34][CH2:33][CH2:32]2)[CH2:27][CH2:26]1.C(N(CC)CC)C. Product: [Cl:1][C:2]1[C:3]2[CH:14]=[CH:13][C:12](=[O:15])[N:11]([C:16]3[C:21]([F:22])=[CH:20][CH:19]=[CH:18][C:17]=3[F:23])[C:4]=2[N:5]=[C:6]([N:34]2[CH2:35][CH2:36][CH:31]([N:28]3[CH2:29][CH2:30][CH:25]([CH3:24])[CH2:26][CH2:27]3)[CH2:32][CH2:33]2)[N:7]=1. The catalyst class is: 4. (2) Reactant: C(=O)([O-])[O-].[K+].[K+].CN.C([O:11][C:12](=[O:45])[N:13]([CH2:27][C@H:28](OC(=O)C)[CH2:29][N:30]1[C:34](=[O:35])[C:33]2=CC=CC=C2C1=O)[C:14]1[CH:19]=[CH:18][C:17]([N:20]2[CH2:25][CH2:24][O:23][CH2:22][CH2:21]2)=[C:16]([F:26])[CH:15]=1)C.O. Product: [F:26][C:16]1[CH:15]=[C:14]([N:13]2[CH2:27][C@H:28]([CH2:29][NH:30][C:34](=[O:35])[CH3:33])[O:11][C:12]2=[O:45])[CH:19]=[CH:18][C:17]=1[N:20]1[CH2:25][CH2:24][O:23][CH2:22][CH2:21]1. The catalyst class is: 5. (3) Reactant: [O:1]=[C:2]1[CH2:6][CH2:5][C@@H:4]([C:7]([O:9][CH2:10][C:11]2[CH:16]=[CH:15][CH:14]=[CH:13][CH:12]=2)=[O:8])[CH2:3]1.[Cl-].[NH4+].Br[CH2:20][CH:21]=[CH2:22]. Product: [CH2:22]([C:2]1([OH:1])[CH2:6][CH2:5][C@@H:4]([C:7]([O:9][CH2:10][C:11]2[CH:12]=[CH:13][CH:14]=[CH:15][CH:16]=2)=[O:8])[CH2:3]1)[CH:21]=[CH2:20]. The catalyst class is: 324.